From a dataset of NCI-60 drug combinations with 297,098 pairs across 59 cell lines. Regression. Given two drug SMILES strings and cell line genomic features, predict the synergy score measuring deviation from expected non-interaction effect. (1) Drug 1: CC12CCC3C(C1CCC2=O)CC(=C)C4=CC(=O)C=CC34C. Drug 2: CCCCC(=O)OCC(=O)C1(CC(C2=C(C1)C(=C3C(=C2O)C(=O)C4=C(C3=O)C=CC=C4OC)O)OC5CC(C(C(O5)C)O)NC(=O)C(F)(F)F)O. Cell line: HCC-2998. Synergy scores: CSS=30.7, Synergy_ZIP=1.16, Synergy_Bliss=4.43, Synergy_Loewe=1.78, Synergy_HSA=3.26. (2) Drug 1: C1=CC(=CC=C1CCC2=CNC3=C2C(=O)NC(=N3)N)C(=O)NC(CCC(=O)O)C(=O)O. Drug 2: CC1=C(C(CCC1)(C)C)C=CC(=CC=CC(=CC(=O)O)C)C. Cell line: NCI-H226. Synergy scores: CSS=5.52, Synergy_ZIP=-4.35, Synergy_Bliss=-2.19, Synergy_Loewe=-2.02, Synergy_HSA=-0.568.